This data is from Full USPTO retrosynthesis dataset with 1.9M reactions from patents (1976-2016). The task is: Predict the reactants needed to synthesize the given product. (1) The reactants are: [N:1]1([C:7]([O:9][C:10]([CH3:13])([CH3:12])[CH3:11])=[O:8])[CH2:6][CH2:5][NH:4][CH2:3][CH2:2]1.[Br:14][C:15]1[CH:16]=[C:17]2[C:22](=[CH:23][CH:24]=1)[CH:21]=[C:20]([S:25](Cl)(=[O:27])=[O:26])[CH:19]=[CH:18]2.C(N(CC)CC)C. Given the product [Br:14][C:15]1[CH:16]=[C:17]2[C:22](=[CH:23][CH:24]=1)[CH:21]=[C:20]([S:25]([N:4]1[CH2:5][CH2:6][N:1]([C:7]([O:9][C:10]([CH3:13])([CH3:12])[CH3:11])=[O:8])[CH2:2][CH2:3]1)(=[O:27])=[O:26])[CH:19]=[CH:18]2, predict the reactants needed to synthesize it. (2) Given the product [CH3:12][CH:13]([CH3:29])[C:14]([O:16][CH2:17][CH2:18][O:19][C:20](=[O:28])[NH:21][CH2:22][C:23]([CH3:27])([CH3:26])[CH2:24][O:25][S:2]([CH2:5][CH2:6][CH2:7][NH:8][C:9](=[O:11])[CH3:10])(=[O:4])=[O:3])=[O:15], predict the reactants needed to synthesize it. The reactants are: Cl[S:2]([CH2:5][CH2:6][CH2:7][NH:8][C:9](=[O:11])[CH3:10])(=[O:4])=[O:3].[CH3:12][CH:13]([CH3:29])[C:14]([O:16][CH2:17][CH2:18][O:19][C:20](=[O:28])[NH:21][CH2:22][C:23]([CH3:27])([CH3:26])[CH2:24][OH:25])=[O:15].N1C=CC=CC=1. (3) The reactants are: O/[C:2](=[CH:8]\[C:9](=O)[CH2:10][CH:11]([CH3:13])[CH3:12])/[C:3]([O:5][CH2:6][CH3:7])=[O:4].Cl.[F:16][C:17]1[CH:22]=[CH:21][C:20]([NH:23][NH2:24])=[CH:19][CH:18]=1.Cl. Given the product [F:16][C:17]1[CH:22]=[CH:21][C:20]([N:23]2[C:9]([CH2:10][CH:11]([CH3:13])[CH3:12])=[CH:8][C:2]([C:3]([O:5][CH2:6][CH3:7])=[O:4])=[N:24]2)=[CH:19][CH:18]=1, predict the reactants needed to synthesize it. (4) Given the product [CH3:30][NH:31][CH2:2][CH2:3][O:4][C:5]1[CH:10]=[CH:9][C:8]([N:11]2[CH:15]=[CH:14][N:13]([C:16]3[CH:21]=[CH:20][C:19]([O:22][C:23]4[CH:28]=[CH:27][CH:26]=[CH:25][CH:24]=4)=[CH:18][CH:17]=3)[C:12]2=[O:29])=[CH:7][CH:6]=1, predict the reactants needed to synthesize it. The reactants are: Br[CH2:2][CH2:3][O:4][C:5]1[CH:10]=[CH:9][C:8]([N:11]2[CH:15]=[CH:14][N:13]([C:16]3[CH:21]=[CH:20][C:19]([O:22][C:23]4[CH:28]=[CH:27][CH:26]=[CH:25][CH:24]=4)=[CH:18][CH:17]=3)[C:12]2=[O:29])=[CH:7][CH:6]=1.[CH3:30][NH2:31].[I-].[Na+]. (5) Given the product [C:14]([O:13][C:11]([NH:18][CH:19]1[CH2:24][CH2:23][CH:22]([C:25]([OH:27])=[O:26])[CH2:21][CH2:20]1)=[O:12])([CH3:15])([CH3:16])[CH3:17], predict the reactants needed to synthesize it. The reactants are: [OH-].[Na+].[C:11](O[C:11]([O:13][C:14]([CH3:17])([CH3:16])[CH3:15])=[O:12])([O:13][C:14]([CH3:17])([CH3:16])[CH3:15])=[O:12].[NH2:18][CH:19]1[CH2:24][CH2:23][CH:22]([C:25]([OH:27])=[O:26])[CH2:21][CH2:20]1. (6) Given the product [C:21]1([CH2:20][CH2:19][C:18]([N:15]2[CH2:14][CH2:13][CH:12]([CH2:11][N:7]3[C:8]4[C:4](=[CH:3][C:2]([C:48]#[C:47][Si:49]([CH3:52])([CH3:51])[CH3:50])=[CH:10][CH:9]=4)[CH:5]=[CH:6]3)[CH2:17][CH2:16]2)=[O:27])[CH:22]=[CH:23][CH:24]=[CH:25][CH:26]=1, predict the reactants needed to synthesize it. The reactants are: Br[C:2]1[CH:3]=[C:4]2[C:8](=[CH:9][CH:10]=1)[N:7]([CH2:11][CH:12]1[CH2:17][CH2:16][N:15]([C:18](=[O:27])[CH2:19][CH2:20][C:21]3[CH:26]=[CH:25][CH:24]=[CH:23][CH:22]=3)[CH2:14][CH2:13]1)[CH:6]=[CH:5]2.C1(P(C2C=CC=CC=2)C2C=CC=CC=2)C=CC=CC=1.[C:47]([Si:49]([CH3:52])([CH3:51])[CH3:50])#[CH:48].C(OCC)(=O)C. (7) Given the product [CH3:1][C:2]1[C:3](=[O:9])[CH2:4][CH2:5][CH2:6][C:7]=1[NH:20][C:16]1[CH:15]=[C:14]2[C:19](=[CH:18][CH:17]=1)[N:10]=[CH:11][N:12]=[CH:13]2, predict the reactants needed to synthesize it. The reactants are: [CH3:1][CH:2]1[C:7](=O)[CH2:6][CH2:5][CH2:4][C:3]1=[O:9].[N:10]1[C:19]2[C:14](=[CH:15][C:16]([NH2:20])=[CH:17][CH:18]=2)[CH:13]=[N:12][CH:11]=1. (8) Given the product [Cl:14][C:13]1[C:4]([O:29][C:25]2[CH:26]=[CH:27][CH:28]=[C:23]([C:22]([F:21])([F:30])[F:31])[CH:24]=2)=[C:5]2[C:10](=[C:11]([N+:15]([O-:17])=[O:16])[CH:12]=1)[C:9]([O:18][CH3:19])=[N:8][CH:7]=[C:6]2[CH3:20], predict the reactants needed to synthesize it. The reactants are: ClCl.Cl[C:4]1[C:13]([Cl:14])=[CH:12][C:11]([N+:15]([O-:17])=[O:16])=[C:10]2[C:5]=1[C:6]([CH3:20])=[CH:7][N:8]=[C:9]2[O:18][CH3:19].[F:21][C:22]([F:31])([F:30])[C:23]1[CH:24]=[C:25]([OH:29])[CH:26]=[CH:27][CH:28]=1. (9) Given the product [C:16]([O:20][C:21]([N:23]([CH3:39])[C@H:24]([C:26]([NH:28][C@@H:29]([CH:33]1[CH2:34][CH2:35][CH2:36][CH2:37][CH2:38]1)[C:30]([N:8]1[C@H:7]([C:9]([O:11][CH3:12])=[O:10])[CH2:6][N:5]2[CH2:13][CH2:14][CH2:15][C@@H:4]2[CH2:3]1)=[O:31])=[O:27])[CH3:25])=[O:22])([CH3:19])([CH3:17])[CH3:18], predict the reactants needed to synthesize it. The reactants are: Cl.Cl.[CH2:3]1[NH:8][C@H:7]([C:9]([O:11][CH3:12])=[O:10])[CH2:6][N:5]2[CH2:13][CH2:14][CH2:15][C@H:4]12.[C:16]([O:20][C:21]([N:23]([CH3:39])[C@H:24]([C:26]([NH:28][C@@H:29]([CH:33]1[CH2:38][CH2:37][CH2:36][CH2:35][CH2:34]1)[C:30](O)=[O:31])=[O:27])[CH3:25])=[O:22])([CH3:19])([CH3:18])[CH3:17].[Cl-].COC1N=C(OC)N=C([N+]2(C)CCOCC2)N=1.CN1CCOCC1. (10) Given the product [CH3:22][C@@H:23]([OH:24])[CH2:29][CH2:30][CH2:25][CH2:26][CH2:27][CH3:28], predict the reactants needed to synthesize it. The reactants are: C(N(CC(O)=O)CC(O)=O)CN(CC(O)=O)CC(O)=O.S[CH2:22][CH2:23][OH:24].[C:25]1(CS(F)(=O)=O)[CH:30]=[CH:29][CH:28]=[CH:27][CH:26]=1.S([O-])([O-])(=O)=O.S([O-])([O-])(=O)=O.[NH4+].[NH4+].